From a dataset of Forward reaction prediction with 1.9M reactions from USPTO patents (1976-2016). Predict the product of the given reaction. (1) Given the reactants [OH:1][C:2]1[CH:9]=[CH:8][CH:7]=[C:6]([OH:10])[C:3]=1[CH:4]=[O:5].O[CH2:12][C@@H:13]1[CH2:18][CH2:17][CH2:16][CH2:15][N:14]1[C:19]([C:21]1[CH:26]=[CH:25][CH:24]=[CH:23][CH:22]=1)=[O:20].C1C=CC(P(C2C=CC=CC=2)C2C=CC=CC=2)=CC=1.CC(OC(/N=N/C(OC(C)C)=O)=O)C, predict the reaction product. The product is: [C:19]([N:14]1[CH2:15][CH2:16][CH2:17][CH2:18][C@H:13]1[CH2:12][O:1][C:2]1[CH:9]=[CH:8][CH:7]=[C:6]([OH:10])[C:3]=1[CH:4]=[O:5])(=[O:20])[C:21]1[CH:26]=[CH:25][CH:24]=[CH:23][CH:22]=1. (2) Given the reactants [F:1][C:2]1[C:7]([O:8][CH3:9])=[CH:6][C:5]([O:10][CH3:11])=[C:4]([F:12])[C:3]=1[N:13]1[CH2:18][C:17]2[CH:19]=[N:20][C:21]3[N:25](S(C4C=CC=CC=4)(=O)=O)[C:24]([CH2:35][N:36]4[CH2:41][CH2:40][O:39][CH2:38][CH2:37]4)=[CH:23][C:22]=3[C:16]=2[N:15]([CH3:42])[C:14]1=[O:43].[F-].C([N+](CCCC)(CCCC)CCCC)CCC, predict the reaction product. The product is: [F:1][C:2]1[C:7]([O:8][CH3:9])=[CH:6][C:5]([O:10][CH3:11])=[C:4]([F:12])[C:3]=1[N:13]1[CH2:18][C:17]2[CH:19]=[N:20][C:21]3[NH:25][C:24]([CH2:35][N:36]4[CH2:37][CH2:38][O:39][CH2:40][CH2:41]4)=[CH:23][C:22]=3[C:16]=2[N:15]([CH3:42])[C:14]1=[O:43]. (3) The product is: [F:24][C:25]1[CH:30]=[CH:29][C:28]([C:11]2[N:10]([CH3:22])[C:9](=[O:23])[CH:8]=[C:13]([C:14]3[CH:15]=[CH:16][N:17]=[CH:18][CH:19]=3)[N:12]=2)=[CH:27][CH:26]=1. Given the reactants FC1C=CC([C:8]2[C:9](=[O:23])[N:10]([CH3:22])[C:11](SC)=[N:12][C:13]=2[C:14]2[CH:19]=[CH:18][N:17]=[CH:16][CH:15]=2)=CC=1.[F:24][C:25]1[CH:30]=[CH:29][CH:28]=[CH:27][C:26]=1C(N)CCN, predict the reaction product.